The task is: Predict the reactants needed to synthesize the given product.. This data is from Full USPTO retrosynthesis dataset with 1.9M reactions from patents (1976-2016). The reactants are: [CH3:1][C:2]1([CH3:20])[C:10]2[C:5](=[CH:6][CH:7]=[C:8](OS(C(F)(F)F)(=O)=O)[CH:9]=2)[C:4](=[O:19])[CH2:3]1.[CH3:21][O:22][C:23]1[CH:24]=[C:25](B(O)O)[CH:26]=[CH:27][CH:28]=1. Given the product [CH3:21][O:22][C:23]1[CH:28]=[C:27]([C:8]2[CH:9]=[C:10]3[C:5](=[CH:6][CH:7]=2)[C:4](=[O:19])[CH2:3][C:2]3([CH3:20])[CH3:1])[CH:26]=[CH:25][CH:24]=1, predict the reactants needed to synthesize it.